This data is from HIV replication inhibition screening data with 41,000+ compounds from the AIDS Antiviral Screen. The task is: Binary Classification. Given a drug SMILES string, predict its activity (active/inactive) in a high-throughput screening assay against a specified biological target. (1) The drug is CCCCCCCCCCC(C)CCCCCCC(=O)OCC(COP(=O)([O-])OCC[N+](C)(C)C)OC(=O)CCCCCCC(C)CCCCCCCCCC. The result is 0 (inactive). (2) The drug is c1ccc([PH](Cc2nc3ccccc3[nH]2)(c2ccccc2)c2ccccc2)cc1. The result is 0 (inactive). (3) The result is 0 (inactive). The drug is O=C1OC(CN2CCN(c3ccccc3)CC2)CN1C(=S)Nc1ccccc1. (4) The drug is CCOP(=O)(OCC)C(C)(CC)NC(=O)C(C(F)(F)F)C(F)(F)F. The result is 0 (inactive). (5) The compound is O=C(CC1(O)C(=O)Nc2c(Cl)cc(Cl)cc21)c1ccc(Br)cc1. The result is 0 (inactive). (6) The compound is CCCC(CCC(=O)O)(CCC(=O)O)[N+](=O)[O-]. The result is 0 (inactive). (7) The molecule is c1ccc(C[Sn](Cc2ccccc2)(Sc2cccc3cccnc23)Sc2cccc3cccnc23)cc1. The result is 0 (inactive).